Dataset: Reaction yield outcomes from USPTO patents with 853,638 reactions. Task: Predict the reaction yield, written as a fraction of the theoretical maximum amount of product (1.0 means a 100% yield; for example, 0.34 means a 34% yield). (1) The reactants are [Cl:1][CH2:2][C:3](O[C:3](=[O:4])[CH2:2][Cl:1])=[O:4].[NH2:10][C:11]1[CH:12]=[C:13]2[C:18](=[CH:19][CH:20]=1)[C:16](=[O:17])[O:15][CH2:14]2.O. The catalyst is C1COCC1. The product is [Cl:1][CH2:2][C:3]([NH:10][C:11]1[CH:12]=[C:13]2[C:18](=[CH:19][CH:20]=1)[C:16](=[O:17])[O:15][CH2:14]2)=[O:4]. The yield is 0.890. (2) The reactants are [OH:1][CH2:2][CH2:3][O:4][C:5]1[CH:6]=[C:7]([CH:10]=[CH:11][CH:12]=1)[C:8]#[N:9].[N+]([C:16]1[N:20]=[CH:19][N:18]([C:21]([C:34]2[CH:39]=[CH:38][CH:37]=[CH:36][CH:35]=2)([C:28]2[CH:33]=[CH:32][CH:31]=[CH:30][CH:29]=2)[C:22]2[CH:27]=[CH:26][CH:25]=[CH:24][CH:23]=2)[N:17]=1)([O-])=O.[H-].[Na+]. The catalyst is C1COCC1. The product is [C:34]1([C:21]([C:22]2[CH:23]=[CH:24][CH:25]=[CH:26][CH:27]=2)([C:28]2[CH:29]=[CH:30][CH:31]=[CH:32][CH:33]=2)[N:18]2[CH:19]=[N:20][C:16]([O:1][CH2:2][CH2:3][O:4][C:5]3[CH:6]=[C:7]([CH:10]=[CH:11][CH:12]=3)[C:8]#[N:9])=[N:17]2)[CH:39]=[CH:38][CH:37]=[CH:36][CH:35]=1. The yield is 0.460. (3) The catalyst is CO.O1CCCC1. The reactants are C([O:3][C:4]([C:6]1[N:11]2[N:12]=[CH:13][CH:14]=[C:10]2[N:9]=[C:8]([C:15]2[CH:20]=[CH:19][C:18]([Cl:21])=[CH:17][CH:16]=2)[CH:7]=1)=O)C.[BH4-].[Na+]. The yield is 0.870. The product is [Cl:21][C:18]1[CH:19]=[CH:20][C:15]([C:8]2[CH:7]=[C:6]([CH2:4][OH:3])[N:11]3[N:12]=[CH:13][CH:14]=[C:10]3[N:9]=2)=[CH:16][CH:17]=1. (4) The reactants are [Cl:1][C:2]1[CH:3]=[C:4]([CH:7]=[C:8]([OH:11])[C:9]=1[OH:10])[CH:5]=[O:6].[C:12]([O-])([O-])=O.[Cs+].[Cs+].O. The catalyst is CN(C=O)C. The product is [Cl:1][C:2]1[C:9]2[O:10][CH2:12][O:11][C:8]=2[CH:7]=[C:4]([CH:5]=[O:6])[CH:3]=1. The yield is 0.700. (5) The reactants are C[O:2][C:3](=[O:31])[CH2:4][O:5][C:6]1[CH:11]=[CH:10][C:9]([S:12][CH2:13][CH:14]=[C:15]([C:23]2[CH:28]=[CH:27][C:26]([Br:29])=[CH:25][CH:24]=2)[C:16]2[CH:21]=[CH:20][C:19]([Br:22])=[CH:18][CH:17]=2)=[CH:8][C:7]=1[CH3:30].[OH-].[Na+].O.Cl. The catalyst is C(O)C. The product is [Br:29][C:26]1[CH:25]=[CH:24][C:23]([C:15]([C:16]2[CH:21]=[CH:20][C:19]([Br:22])=[CH:18][CH:17]=2)=[CH:14][CH2:13][S:12][C:9]2[CH:10]=[CH:11][C:6]([O:5][CH2:4][C:3]([OH:31])=[O:2])=[C:7]([CH3:30])[CH:8]=2)=[CH:28][CH:27]=1. The yield is 0.930. (6) The reactants are [Br:1][C:2]1[CH:10]=[C:9]2[C:5]([C:6]([C:11]([O:13]C)=[O:12])=[CH:7][NH:8]2)=[CH:4][C:3]=1[C:15]1[CH:20]=[CH:19][C:18]([C:21]2[CH:26]=[CH:25][CH:24]=[CH:23][C:22]=2[OH:27])=[CH:17][CH:16]=1.[OH-].[Na+].Cl.O1CCOCC1. The catalyst is CO. The product is [Br:1][C:2]1[CH:10]=[C:9]2[C:5]([C:6]([C:11]([OH:13])=[O:12])=[CH:7][NH:8]2)=[CH:4][C:3]=1[C:15]1[CH:16]=[CH:17][C:18]([C:21]2[CH:26]=[CH:25][CH:24]=[CH:23][C:22]=2[OH:27])=[CH:19][CH:20]=1. The yield is 0.0800. (7) The reactants are N([O-])=O.[Na+].N[C:6]1[CH:11]=[CH:10][C:9]([CH2:12][C:13]([OH:15])=[O:14])=[CH:8][CH:7]=1.Cl.[O:17]([CH2:21][CH3:22])[C:18]([S-:20])=[S:19].[K+].C(=O)([O-])[O-].[Na+].[Na+]. The catalyst is O. The product is [CH2:21]([O:17][C:18]([S:20][C:6]1[CH:11]=[CH:10][C:9]([CH2:12][C:13]([OH:15])=[O:14])=[CH:8][CH:7]=1)=[S:19])[CH3:22]. The yield is 0.730. (8) The reactants are Br[C:2]1[C:3](=[O:10])[N:4]([CH3:9])[CH:5]=[C:6]([Br:8])[CH:7]=1.[CH3:11][C:12]1[O:16][N:15]=[C:14]([NH2:17])[CH:13]=1.[O-]C1C=CC=CC=1.[Na+]. The catalyst is O1CCOCC1.C(OC(=O)C)C.C1C=CC(/C=C/C(/C=C/C2C=CC=CC=2)=O)=CC=1.C1C=CC(/C=C/C(/C=C/C2C=CC=CC=2)=O)=CC=1.C1C=CC(/C=C/C(/C=C/C2C=CC=CC=2)=O)=CC=1.[Pd].[Pd].CC1(C)C2C(=C(P(C3C=CC=CC=3)C3C=CC=CC=3)C=CC=2)OC2C(P(C3C=CC=CC=3)C3C=CC=CC=3)=CC=CC1=2. The product is [Br:8][C:6]1[CH:7]=[C:2]([NH:17][C:14]2[CH:13]=[C:12]([CH3:11])[O:16][N:15]=2)[C:3](=[O:10])[N:4]([CH3:9])[CH:5]=1. The yield is 0.470. (9) The product is [C:58]1([CH2:64][CH2:34][CH2:32][C:33]([NH:1][C:2]2[CH:3]=[CH:4][C:5]([N:8]3[CH2:9][CH2:10][N:11]([C:14](=[O:15])[C:16]4[CH:21]=[CH:20][CH:19]=[CH:18][C:17]=4[C:22]([F:25])([F:24])[F:23])[CH2:12][CH2:13]3)=[CH:6][N:7]=2)=[O:36])[CH:63]=[CH:62][CH:61]=[CH:60][CH:59]=1. The yield is 0.125. The catalyst is ClCCl.CN(C1C=CN=CC=1)C.C(OCC)(=O)C. The reactants are [NH2:1][C:2]1[N:7]=[CH:6][C:5]([N:8]2[CH2:13][CH2:12][N:11]([C:14]([C:16]3[CH:21]=[CH:20][CH:19]=[CH:18][C:17]=3[C:22]([F:25])([F:24])[F:23])=[O:15])[CH2:10][CH2:9]2)=[CH:4][CH:3]=1.C(N([CH:32]([CH3:34])[CH3:33])CC)(C)C.O.[OH:36]N1C2C=CC=CC=2N=N1.CCN=C=NCCCN(C)C.Cl.[C:58]1([CH2:64]CCN)[CH:63]=[CH:62][CH:61]=[CH:60][CH:59]=1. (10) The reactants are [F:1][C:2]1[CH:30]=[CH:29][C:5]([CH2:6][N:7]2[C:19](=[O:20])[C:18]3[C:9](=[C:10]([OH:27])[C:11]4[N:12]=[CH:13][CH:14]=[N:15][C:16]=4[C:17]=3[O:21][C:22](=[O:26])[O:23][CH2:24][CH3:25])[C:8]2=[O:28])=[CH:4][CH:3]=1.[C:31]1([C:37]([C:40]2[CH:45]=[CH:44][CH:43]=[CH:42][CH:41]=2)=[N+]=[N-])[CH:36]=[CH:35][CH:34]=[CH:33][CH:32]=1. The catalyst is ClCCCl. The product is [CH2:24]([O:23][C:22](=[O:26])[O:21][C:17]1[C:16]2[N:15]=[CH:14][CH:13]=[N:12][C:11]=2[C:10]([O:27][CH:37]([C:31]2[CH:36]=[CH:35][CH:34]=[CH:33][CH:32]=2)[C:40]2[CH:45]=[CH:44][CH:43]=[CH:42][CH:41]=2)=[C:9]2[C:8](=[O:28])[N:7]([CH2:6][C:5]3[CH:4]=[CH:3][C:2]([F:1])=[CH:30][CH:29]=3)[C:19](=[O:20])[C:18]=12)[CH3:25]. The yield is 0.700.